Dataset: Reaction yield outcomes from USPTO patents with 853,638 reactions. Task: Predict the reaction yield, written as a fraction of the theoretical maximum amount of product (1.0 means a 100% yield; for example, 0.34 means a 34% yield). (1) The reactants are [F:1][C:2]([F:17])([F:16])[C:3]1[C:4]([C:9]2[CH:14]=[CH:13][C:12](=[O:15])[NH:11][CH:10]=2)=[N:5][CH:6]=[CH:7][CH:8]=1.[N+:18]([O-])([OH:20])=[O:19]. The catalyst is S(=O)(=O)(O)O. The product is [N+:18]([C:13]1[C:12](=[O:15])[NH:11][CH:10]=[C:9]([C:4]2[C:3]([C:2]([F:16])([F:1])[F:17])=[CH:8][CH:7]=[CH:6][N:5]=2)[CH:14]=1)([O-:20])=[O:19]. The yield is 0.920. (2) The reactants are Br[C:2]1[CH:3]=[C:4]([CH:8]=[CH:9][CH:10]=1)[C:5]([NH2:7])=[O:6].C1(C)C=CC=CC=1.C([O-])([O-])=O.[Na+].[Na+].[CH3:24][O:25][C:26]1[CH:27]=[C:28](B(O)O)[CH:29]=[CH:30][CH:31]=1. The catalyst is O.CCO.C1C=CC([P]([Pd]([P](C2C=CC=CC=2)(C2C=CC=CC=2)C2C=CC=CC=2)([P](C2C=CC=CC=2)(C2C=CC=CC=2)C2C=CC=CC=2)[P](C2C=CC=CC=2)(C2C=CC=CC=2)C2C=CC=CC=2)(C2C=CC=CC=2)C2C=CC=CC=2)=CC=1. The product is [CH3:24][O:25][C:26]1[CH:31]=[C:30]([C:2]2[CH:10]=[CH:9][CH:8]=[C:4]([C:5]([NH2:7])=[O:6])[CH:3]=2)[CH:29]=[CH:28][CH:27]=1. The yield is 0.740. (3) The reactants are I[C:2]1[NH:6][C:5]([CH3:7])=[N:4][CH:3]=1.C(N(CC)CC)C.[Cl:15][C:16]1[CH:17]=[C:18]([C:22]#[CH:23])[CH:19]=[CH:20][CH:21]=1. The catalyst is CN(C=O)C.Cl[Pd](Cl)([P](C1C=CC=CC=1)(C1C=CC=CC=1)C1C=CC=CC=1)[P](C1C=CC=CC=1)(C1C=CC=CC=1)C1C=CC=CC=1.[Cu]I. The product is [Cl:15][C:16]1[CH:17]=[C:18]([C:22]#[C:23][C:2]2[N:6]=[C:5]([CH3:7])[NH:4][CH:3]=2)[CH:19]=[CH:20][CH:21]=1. The yield is 0.830. (4) The catalyst is C(Cl)Cl. The yield is 0.711. The reactants are [CH2:1]([O:8][C:9]([NH:11][CH:12]1[N+:18]([O-])=[C:17]([CH3:20])[C:16]2[CH:21]=[CH:22][CH:23]=[C:24]([CH3:25])[C:15]=2[NH:14][C:13]1=[O:26])=[O:10])[C:2]1[CH:7]=[CH:6][CH:5]=[CH:4][CH:3]=1.[C:27]([O:30]C(=O)C)(=[O:29])[CH3:28]. The product is [CH2:1]([O:8][C:9]([NH:11][CH:12]1[N:18]=[C:17]([CH2:20][O:30][C:27](=[O:29])[CH3:28])[C:16]2[CH:21]=[CH:22][CH:23]=[C:24]([CH3:25])[C:15]=2[NH:14][C:13]1=[O:26])=[O:10])[C:2]1[CH:7]=[CH:6][CH:5]=[CH:4][CH:3]=1. (5) The reactants are [CH3:1][N:2]([CH2:4][CH2:5][O:6][C:7]1[C:17]2[CH:18]=[C:19]([Cl:22])[CH:20]=[CH:21][C:16]=2[S:15][C:14]2[CH:13]=[CH:12][CH:11]=[CH:10][C:9]=2[CH:8]=1)[CH3:3].[ClH:23]. The catalyst is C(OCC)C. The product is [CH3:3][N:2]([CH2:4][CH2:5][O:6][C:7]1[C:17]2[CH:18]=[C:19]([Cl:22])[CH:20]=[CH:21][C:16]=2[S:15][C:14]2[CH:13]=[CH:12][CH:11]=[CH:10][C:9]=2[CH:8]=1)[CH3:1].[ClH:23]. The yield is 0.910. (6) The reactants are [C:1](/[C:3](=[N:9]\O)/[C:4]([O:6][CH2:7][CH3:8])=[O:5])#[N:2].C([O-])(O)=O.[Na+].[O-]S(S([O-])=O)=O.[Na+].[Na+]. The catalyst is O. The product is [NH2:9][CH:3]([C:1]#[N:2])[C:4]([O:6][CH2:7][CH3:8])=[O:5]. The yield is 0.430.